From a dataset of NCI-60 drug combinations with 297,098 pairs across 59 cell lines. Regression. Given two drug SMILES strings and cell line genomic features, predict the synergy score measuring deviation from expected non-interaction effect. (1) Drug 1: C1=CC(=CC=C1C#N)C(C2=CC=C(C=C2)C#N)N3C=NC=N3. Drug 2: C1CCC(C(C1)N)N.C(=O)(C(=O)[O-])[O-].[Pt+4]. Cell line: NCI-H322M. Synergy scores: CSS=2.28, Synergy_ZIP=-0.929, Synergy_Bliss=0.930, Synergy_Loewe=-2.21, Synergy_HSA=-1.72. (2) Drug 1: CN(CC1=CN=C2C(=N1)C(=NC(=N2)N)N)C3=CC=C(C=C3)C(=O)NC(CCC(=O)O)C(=O)O. Drug 2: CN1C=C(C=N1)C2=C3N=C(C(=C(N3N=C2)N)Br)C4CCCNC4. Cell line: SK-OV-3. Synergy scores: CSS=46.2, Synergy_ZIP=5.70, Synergy_Bliss=6.41, Synergy_Loewe=5.23, Synergy_HSA=6.33. (3) Drug 1: CCC1=CC2CC(C3=C(CN(C2)C1)C4=CC=CC=C4N3)(C5=C(C=C6C(=C5)C78CCN9C7C(C=CC9)(C(C(C8N6C)(C(=O)OC)O)OC(=O)C)CC)OC)C(=O)OC.C(C(C(=O)O)O)(C(=O)O)O. Drug 2: COC1=C2C(=CC3=C1OC=C3)C=CC(=O)O2. Cell line: HT29. Synergy scores: CSS=56.6, Synergy_ZIP=0.0521, Synergy_Bliss=2.09, Synergy_Loewe=-10.1, Synergy_HSA=3.33. (4) Drug 1: CN1CCC(CC1)COC2=C(C=C3C(=C2)N=CN=C3NC4=C(C=C(C=C4)Br)F)OC. Drug 2: N.N.Cl[Pt+2]Cl. Cell line: U251. Synergy scores: CSS=-0.123, Synergy_ZIP=-2.12, Synergy_Bliss=-4.53, Synergy_Loewe=-8.30, Synergy_HSA=-3.83.